This data is from Experimentally validated miRNA-target interactions with 360,000+ pairs, plus equal number of negative samples. The task is: Binary Classification. Given a miRNA mature sequence and a target amino acid sequence, predict their likelihood of interaction. (1) The miRNA is hsa-miR-4679 with sequence UCUGUGAUAGAGAUUCUUUGCU. The protein sequence of the target gene is MAPAPLGVPEEQLLGCRSRVLSRLLFIAQTALLLLPAAGAGLCPAPCSCRIPLLDCSRRKLPAPSWRALSGLLPPDTAILDFSHNRLSNWNISLESQTLQEVKMNYNELTEIPYFGEPTSNITLLSLVHNIIPEINAQALQFYPALESLDLSSNIISEIKTSSFPRMQLKYLNLSNNRITTLEAGCFDNLSSSLLVVKLNRNRMSMIPPKIFKLPHLQFLELKRNRIKIVEGLTFQGLDSLRSLKMQRNGISKLKDGAFFGLNNMEELELEHNNLTRVNKGWLYGLRMLQQLYVSQNAIE.... Result: 1 (interaction). (2) The miRNA is rno-miR-290 with sequence UCUCAAACUAUGGGGGCA. The protein sequence of the target gene is MVGVLAMAAAAAPPPVKDCEIEPCKKRKKDDDTSTCKTITKYLSPLGKTRDRVFAPPKPSNILDYFRKTSPTNEKTQLGKECKIKSPESVPVDSNKDCTTPLEMFSNVEFKKKRKRVNLSHQLNNIKTENEAPIEISSDDSKEDYSLNNDFVESSTSVLRYKKQVEVLAENIQDTKSQPNTMTSLQNSKKVNPKQGTTKNDFKKLRKRKCRDVVDLSESLPLAEELNLLKKDGKDTKQMENTTSHANSRDNVTEAAQLNDSIITVSYEEFLKSHKENKVEEIPDSTMSICVPSETVDEIV.... Result: 0 (no interaction). (3) The miRNA is mmu-miR-7018-5p with sequence GUGAGCAGACAGGGAGUGGUGGGG. The protein sequence of the target gene is MAAAEAVHHIHLQNFSRSLLETLNGQRLGGHFCDVTVRIREASLRAHRCVLAAGSPFFQDKLLLGHSEIRVPPVVPAQTVRQLVEFLYSGSLVVAQGEALQVLTAASVLRIQTVIDECTQIIARARAPGTSAPTPLPTPVPPPLAPAQLRHRLRHLLAARPPGHPGAAHSRKQRQPARLQLPAPPTPAKAEGPDADPSLSAAPDDRGDEDDEESDDETDGEDGEGGGPGEGQAPPSFPDCAAGFLTAAADSACEEPPAPTGLADYSGAGRDFLRGAGSAEDVFPDSYVSTWHDEDGAVPE.... Result: 0 (no interaction). (4) The miRNA is hsa-miR-4778-3p with sequence UCUUCUUCCUUUGCAGAGUUGA. The protein sequence of the target gene is MGTPRIQHLLILLVLGASLLTSGLELYCQKGLSMTVEADPANMFNWTTEEVETCDKGALCQETILIIKAGTETAILATKGCIPEGEEAITIVQHSSPPGLIVTSYSNYCEDSFCNDKDSLSQFWEFSETTASTVSTTLHCPTCVALGTCFSAPSLPCPNGTTRCYQGKLEITGGGIESSVEVKGCTAMIGCRLMSGILAVGPMFVREACPHQLLTQPRKTENGATCLPIPVWGLQLLLPLLLPSFIHFS. Result: 0 (no interaction). (5) The miRNA is mmu-miR-182-3p with sequence GUGGUUCUAGACUUGCCAACU. The protein sequence of the target gene is MAPEQWEATSQVSLTFEDVAVLFTRDEWKKLVPSQRSLYREVMLENYSNLASLGFPFTKPKVISLLQQGEDPWKVEEEGPGGFSLGLKCSQRTTKSTQTQDSSFRELIMRKSKRKEPWNMKSENLSIHEGKLEEKWDVNASTIERSYKSNELSPKSHREKRSSECEKQISYLSNPLGITPDKRYKCSMCEKTFINTSSLRKHEKNHSGEKLFKCKECSKAFSQSSALIQHQITHTGEKPYVCKECGKAFTLSTSLYKHLRTHTVEKSYRCKECGKSFGRRSGLFIHQKVHAGENPYKYNP.... Result: 0 (no interaction). (6) The miRNA is rno-miR-145-5p with sequence GUCCAGUUUUCCCAGGAAUCCCU. The protein sequence of the target gene is MEEESGEELGLDRSTPKDFHFYHMDLYDSEDRLHLFPEENTRMRKVVQAEMANESRGAGDGKAQRDLQEEVDELVHLYGLEDDHELGDEFVDENIPRTGVSEYPPYMMKRRDPAREQRDWRLSGEAAEAEDLGFGGWGSAGQCQDLREAYRYTHGRASEEYECYVIPEEEDEEEAADVFCVTCKTPIRAFQKVFDEHKEHEVIPLNEALESAKDEIHKNMYKLEKQIIEMENFANHLEEVFITVEENFGKQEQNFESHYNEILETLAQKYEEKIQALGEKKKEKLEALYGQLVSCGENLD.... Result: 0 (no interaction). (7) The miRNA is hsa-miR-182-5p with sequence UUUGGCAAUGGUAGAACUCACACU. The protein sequence of the target gene is MDREERKTINQGQEDEMEIYGYNLSRWKLAIVSLGVICSGGFLLLLLYWMPEWRVKATCVRAAIKDCEVVLLRTTDEFKMWFCAKIRVLSLETYPVSSPKSMSNKLSNGHAVCLIENPTEENRHRISKYSQTESQQIRYFTHHSVKYFWNDTIHNFDFLKGLDEGVSCTSIYEKHSAGLTKGMHAYRKLLYGVNEIAVKVPSVFKLLIKEVLNPFYIFQLFSVILWSTDEYYYYALAIVVMSIVSIVSSLYSIRKQYVMLHDMVATHSTVRVSVCRVNEEIEEIFSTDLVPGDVMVIPLN.... Result: 1 (interaction).